From a dataset of Full USPTO retrosynthesis dataset with 1.9M reactions from patents (1976-2016). Predict the reactants needed to synthesize the given product. (1) Given the product [CH2:58]([N:59]([CH3:60])[C:12]([CH2:11][C:1]1[CH:2]=[CH:3][C:4]([CH2:7][C:8]([OH:10])=[O:9])=[CH:5][CH:6]=1)=[O:14])[C:33]1[CH:34]=[CH:35][CH:36]=[CH:37][CH:38]=1, predict the reactants needed to synthesize it. The reactants are: [C:1]1([CH2:11][C:12]([OH:14])=O)[CH:6]=[CH:5][C:4]([CH2:7][C:8]([OH:10])=[O:9])=[CH:3][CH:2]=1.C1CN([P+](ON2N=N[C:34]3[CH:35]=[CH:36][CH:37]=[CH:38][C:33]2=3)(N2CCCC2)N2CCCC2)CC1.F[P-](F)(F)(F)(F)F.C(CN)C1C=CC=CC=1.C[CH2:58][N:59](C(C)C)[CH:60](C)C. (2) Given the product [C:1]([O:5][C:6]([N:7]([CH2:8][CH:9]1[CH:14]([C:15]2[CH:16]=[CH:17][CH:18]=[CH:19][CH:20]=2)[CH2:13][CH2:12][N:11]([C:40]([O:42][C:43]2[CH:44]=[CH:45][C:46]([C:47]([O:49][CH3:50])=[O:48])=[CH:51][CH:52]=2)=[O:41])[CH2:10]1)[C@@H:21]([C:23]1[C:32]2[C:27](=[CH:28][CH:29]=[CH:30][CH:31]=2)[CH:26]=[CH:25][CH:24]=1)[CH3:22])=[O:33])([CH3:2])([CH3:3])[CH3:4], predict the reactants needed to synthesize it. The reactants are: [C:1]([O:5][C:6](=[O:33])[N:7]([C@@H:21]([C:23]1[C:32]2[C:27](=[CH:28][CH:29]=[CH:30][CH:31]=2)[CH:26]=[CH:25][CH:24]=1)[CH3:22])[CH2:8][CH:9]1[CH:14]([C:15]2[CH:20]=[CH:19][CH:18]=[CH:17][CH:16]=2)[CH2:13][CH2:12][NH:11][CH2:10]1)([CH3:4])([CH3:3])[CH3:2].C(=O)([O-])O.[Na+].Cl[C:40]([O:42][C:43]1[CH:52]=[CH:51][C:46]([C:47]([O:49][CH3:50])=[O:48])=[CH:45][CH:44]=1)=[O:41]. (3) Given the product [NH2:1][C:2]1[N:3]=[C:4]([N:14]2[CH2:15][CH2:16][N:17]([C:20](=[O:30])[CH2:21][O:22][C:23]3[CH:28]=[CH:27][C:26]([Cl:29])=[CH:25][CH:24]=3)[CH2:18][CH2:19]2)[C:5]2[N:10]=[C:9]([NH:36][C:35]3[CH:37]=[CH:38][C:32]([F:31])=[CH:33][CH:34]=3)[S:8][C:6]=2[N:7]=1, predict the reactants needed to synthesize it. The reactants are: [NH2:1][C:2]1[N:3]=[C:4]([N:14]2[CH2:19][CH2:18][N:17]([C:20](=[O:30])[CH2:21][O:22][C:23]3[CH:28]=[CH:27][C:26]([Cl:29])=[CH:25][CH:24]=3)[CH2:16][CH2:15]2)[C:5]2[N:10]=[C:9](S(C)=O)[S:8][C:6]=2[N:7]=1.[F:31][C:32]1[CH:38]=[CH:37][C:35]([NH2:36])=[CH:34][CH:33]=1. (4) The reactants are: Cl.[CH3:2][S:3]([C:6]1[CH:7]=[C:8]([CH:10]=[CH:11][CH:12]=1)[NH2:9])(=[O:5])=[O:4].CCN(C(C)C)C(C)C.[Cl:22][C:23]1[N:28]=[C:27](Cl)[N:26]=[CH:25][N:24]=1. Given the product [Cl:22][C:23]1[N:28]=[CH:27][N:26]=[C:25]([NH:9][C:8]2[CH:10]=[CH:11][CH:12]=[C:6]([S:3]([CH3:2])(=[O:4])=[O:5])[CH:7]=2)[N:24]=1, predict the reactants needed to synthesize it. (5) Given the product [OH:24][CH2:23][C@H:20]([N:2]1[C:12]2[C:11](=[CH:16][C:15]([I:17])=[CH:14][CH:13]=2)[C:10](=[O:19])[C:4]([C:5]([O:7][CH2:8][CH3:9])=[O:6])=[CH:3]1)[CH3:29], predict the reactants needed to synthesize it. The reactants are: C[N:2]([CH3:20])[CH:3]=[C:4]([C:10](=[O:19])[C:11]1[CH:16]=[C:15]([I:17])[CH:14]=[CH:13][C:12]=1F)[C:5]([O:7][CH2:8][CH3:9])=[O:6].N[C@@H](C(C)(C)C)[CH2:23][OH:24].[CH2:29]1COCC1.